This data is from Full USPTO retrosynthesis dataset with 1.9M reactions from patents (1976-2016). The task is: Predict the reactants needed to synthesize the given product. (1) Given the product [OH:4][CH2:5][C:6]1[CH:11]=[C:10]([CH:12]([NH:27][S@@:25]([C:22]([CH3:24])([CH3:23])[CH3:21])=[O:26])[CH3:13])[CH:9]=[N:8][C:7]=1[O:15][CH2:16][C:17]([F:18])([F:19])[F:20], predict the reactants needed to synthesize it. The reactants are: C([O:4][CH2:5][C:6]1[C:7]([O:15][CH2:16][C:17]([F:20])([F:19])[F:18])=[N:8][CH:9]=[C:10]([C:12](=O)[CH3:13])[CH:11]=1)(=O)C.[CH3:21][C:22]([S@:25]([NH2:27])=[O:26])([CH3:24])[CH3:23]. (2) Given the product [Cl:1][C:2]1[CH:3]=[C:4]([CH:7]=[C:8]([Cl:21])[C:9]=1[O:10][C:11]1[CH:16]=[CH:15][C:14]([OH:17])=[C:13]([CH:18]([CH3:20])[CH3:19])[CH:12]=1)[CH2:5][Br:23], predict the reactants needed to synthesize it. The reactants are: [Cl:1][C:2]1[CH:3]=[C:4]([CH:7]=[C:8]([Cl:21])[C:9]=1[O:10][C:11]1[CH:16]=[CH:15][C:14]([OH:17])=[C:13]([CH:18]([CH3:20])[CH3:19])[CH:12]=1)[CH2:5]O.B(Br)(Br)[Br:23]. (3) Given the product [CH3:24][C:23]1[CH:22]=[C:21]([CH3:25])[NH:20][C:19](=[O:26])[C:18]=1[CH2:17][NH:16][C:14]([C:4]1[C:5]2[CH:6]=[CH:7][N:8]([CH:11]([CH3:13])[CH3:12])[C:9]=2[CH:10]=[C:2]([C:37]2[CH:36]=[N:35][C:34]([N:31]3[CH2:30][CH2:29][N:28]([CH3:27])[CH2:33][CH2:32]3)=[CH:39][CH:38]=2)[CH:3]=1)=[O:15], predict the reactants needed to synthesize it. The reactants are: Br[C:2]1[CH:3]=[C:4]([C:14]([NH:16][CH2:17][C:18]2[C:19](=[O:26])[NH:20][C:21]([CH3:25])=[CH:22][C:23]=2[CH3:24])=[O:15])[C:5]2[CH:6]=[CH:7][N:8]([CH:11]([CH3:13])[CH3:12])[C:9]=2[CH:10]=1.[CH3:27][N:28]1[CH2:33][CH2:32][N:31]([C:34]2[CH:39]=[CH:38][C:37](B3OC(C)(C)C(C)(C)O3)=[CH:36][N:35]=2)[CH2:30][CH2:29]1.P([O-])([O-])([O-])=O.[K+].[K+].[K+].N#N. (4) The reactants are: [C:1]([CH:4]([CH2:17][CH:18]=[CH2:19])[C:5]([NH:7][C:8]1[CH:13]=[CH:12][C:11]([CH:14]([CH3:16])[CH3:15])=[CH:10][CH:9]=1)=[O:6])(=[O:3])[CH3:2].N#N. Given the product [C:1]([CH:4]([CH2:17][CH2:18][CH3:19])[C:5]([NH:7][C:8]1[CH:9]=[CH:10][C:11]([CH:14]([CH3:15])[CH3:16])=[CH:12][CH:13]=1)=[O:6])(=[O:3])[CH3:2], predict the reactants needed to synthesize it.